Dataset: Reaction yield outcomes from USPTO patents with 853,638 reactions. Task: Predict the reaction yield, written as a fraction of the theoretical maximum amount of product (1.0 means a 100% yield; for example, 0.34 means a 34% yield). The reactants are [CH2:1]([O:3][C:4]1[CH:5]=[C:6]([CH:10]=[CH:11][C:12]=1[O:13][CH2:14][CH3:15])[C:7]([NH2:9])=[S:8])[CH3:2].[C:16]([CH:24]([CH2:30][C:31](=O)[CH2:32]Br)[C:25]([O:27][CH2:28][CH3:29])=[O:26])(=[O:23])[C:17]1[CH:22]=[CH:21][CH:20]=[CH:19][CH:18]=1. The catalyst is C(O)C. The product is [CH2:1]([O:3][C:4]1[CH:5]=[C:6]([C:7]2[S:8][CH:32]=[C:31]([CH2:30][CH:24]([C:16](=[O:23])[C:17]3[CH:18]=[CH:19][CH:20]=[CH:21][CH:22]=3)[C:25]([O:27][CH2:28][CH3:29])=[O:26])[N:9]=2)[CH:10]=[CH:11][C:12]=1[O:13][CH2:14][CH3:15])[CH3:2]. The yield is 0.650.